Dataset: Reaction yield outcomes from USPTO patents with 853,638 reactions. Task: Predict the reaction yield, written as a fraction of the theoretical maximum amount of product (1.0 means a 100% yield; for example, 0.34 means a 34% yield). The reactants are [Cl:1][C:2]1[CH:3]=[C:4]2[C:9](=[CH:10][C:11]=1[O:12][C:13]1[CH:21]=[CH:20][C:16]([C:17]([OH:19])=O)=[CH:15][CH:14]=1)[O:8][CH2:7][CH2:6][CH:5]2[C:22]([O:24][CH2:25][CH3:26])=[O:23].C(N(CC)CC)C.Cl.[CH3:35][C:36]1([CH3:43])[CH2:41][CH2:40][CH:39]([NH2:42])[CH2:38][CH2:37]1.Cl.C(N=C=NCCCN(C)C)C. The catalyst is CN(C)C1C=CN=CC=1.CN(C=O)C.CCOC(C)=O. The product is [Cl:1][C:2]1[CH:3]=[C:4]2[C:9](=[CH:10][C:11]=1[O:12][C:13]1[CH:14]=[CH:15][C:16]([C:17](=[O:19])[NH:42][CH:39]3[CH2:40][CH2:41][C:36]([CH3:43])([CH3:35])[CH2:37][CH2:38]3)=[CH:20][CH:21]=1)[O:8][CH2:7][CH2:6][CH:5]2[C:22]([O:24][CH2:25][CH3:26])=[O:23]. The yield is 0.472.